Dataset: Rat liver microsome stability data. Task: Regression/Classification. Given a drug SMILES string, predict its absorption, distribution, metabolism, or excretion properties. Task type varies by dataset: regression for continuous measurements (e.g., permeability, clearance, half-life) or binary classification for categorical outcomes (e.g., BBB penetration, CYP inhibition). Dataset: rlm. (1) The molecule is Cc1c(F)c(-c2cccc3cc[nH]c23)cc2c1NC(C)(C)[C@H](O)[C@H]2C. The result is 1 (stable in rat liver microsomes). (2) The drug is Cc1cnc2c(C(F)(F)F)cccc2c1-c1cccc(Oc2cccc(S(=O)(=O)CC(C)C)c2)c1. The result is 1 (stable in rat liver microsomes). (3) The molecule is COCCNc1cc(O)c2c(O)c3c(-c4nccs4)nc(Cc4ccc5c(c4)OCO5)c-3oc2c1. The result is 0 (unstable in rat liver microsomes). (4) The molecule is CCC(CC)(NC(=O)C(C)C)C(=O)N[C@@H](CCCN=C(N)N)C(=O)NC1(C(=O)NC(c2ccc(F)cc2)c2ccc(F)cc2)CCCC1. The result is 0 (unstable in rat liver microsomes). (5) The result is 0 (unstable in rat liver microsomes). The compound is Cc1cccc(COC(=O)N2CC(N)C(c3ccc(Cl)cc3Cl)C2)n1. (6) The compound is C=C(C)[C@@H]1CC[C@]2(NCCN3CCC4(C3)CN(S(C)(=O)=O)C4)CC[C@]3(C)[C@H](CC[C@@H]4[C@@]5(C)CC=C(c6ccc(C(=O)O)cc6)C(C)(C)[C@@H]5CC[C@]43C)[C@@H]12. The result is 0 (unstable in rat liver microsomes). (7) The molecule is Cc1c[nH]c2ncnc(-c3ccc(NC(=O)N(CCO)c4ccc(F)cc4)cc3)c12. The result is 0 (unstable in rat liver microsomes). (8) The molecule is CCc1nc(N)nc(N)c1-c1ccc2c(c1)N(CCCOC)C(=O)C(C)(c1cc(F)cc(F)c1)O2. The result is 1 (stable in rat liver microsomes).